This data is from Forward reaction prediction with 1.9M reactions from USPTO patents (1976-2016). The task is: Predict the product of the given reaction. Given the reactants ClC1C=C(C=CC=1Cl)C[O:6][C:7](=[O:26])[CH:8]([C:10]1[CH:15]=[CH:14][C:13]([O:16][CH2:17][C:18]2[CH:23]=[CH:22][C:21]([Cl:24])=[C:20]([Cl:25])[CH:19]=2)=[CH:12][CH:11]=1)[OH:9].[OH-].[Li+].Cl.CCOC(C)=O, predict the reaction product. The product is: [Cl:25][C:20]1[CH:19]=[C:18]([CH:23]=[CH:22][C:21]=1[Cl:24])[CH2:17][O:16][C:13]1[CH:14]=[CH:15][C:10]([CH:8]([OH:9])[C:7]([OH:26])=[O:6])=[CH:11][CH:12]=1.